Dataset: Peptide-MHC class I binding affinity with 185,985 pairs from IEDB/IMGT. Task: Regression. Given a peptide amino acid sequence and an MHC pseudo amino acid sequence, predict their binding affinity value. This is MHC class I binding data. (1) The peptide sequence is GIPHPAGLK. The MHC is Mamu-B8301 with pseudo-sequence Mamu-B8301. The binding affinity (normalized) is 0.182. (2) The peptide sequence is APRRRDEEL. The MHC is HLA-A29:02 with pseudo-sequence HLA-A29:02. The binding affinity (normalized) is 0.0847.